From a dataset of Catalyst prediction with 721,799 reactions and 888 catalyst types from USPTO. Predict which catalyst facilitates the given reaction. (1) The catalyst class is: 20. Reactant: [CH2:1]([C@H:3]1[C:20](=O)[CH2:19][CH2:18][C@@:17]2([CH3:22])[CH:4]1[C:5](=[O:24])[CH2:6][C@@H:7]1[C@@H:16]2[CH2:15][CH2:14][C@@:12]2([CH3:13])[C@H:8]1[CH2:9][CH2:10][C:11]2=[O:23])[CH3:2].[ClH:25].Cl.[NH2:27][CH2:28][CH2:29][O:30][NH2:31]. Product: [ClH:25].[NH2:27][CH2:28][CH2:29][O:30]/[N:31]=[C:20]1/[C@H:3]([CH2:1][CH3:2])[CH:4]2[C@:17]([CH3:22])([CH2:18][CH2:19]/1)[C@@H:16]1[C@H:7]([C@H:8]3[C@@:12]([CH2:14][CH2:15]1)([CH3:13])[C:11](=[O:23])[CH2:10][CH2:9]3)[CH2:6][C:5]2=[O:24]. (2) Reactant: [OH:1][C:2]1[CH:11]=[C:10]2[C:5]([C:6](=[O:19])[C:7]([C:12]3[CH:17]=[CH:16][CH:15]=[CH:14][C:13]=3O)=[CH:8][O:9]2)=[CH:4][CH:3]=1.[BH4-].[Na+].O.Cl. Product: [CH:4]1[CH:3]=[C:2]([OH:1])[CH:11]=[C:10]2[C:5]=1[CH:6]1[O:19][C:13]3[CH:14]=[CH:15][CH:16]=[CH:17][C:12]=3[CH:7]1[CH2:8][O:9]2. The catalyst class is: 8. (3) Reactant: C(P(CCCC)CCCC)CCC.C1COCC1.[OH:19][C:20]1[CH:39]=[CH:38][C:23]2[N:24]([CH2:34][CH:35]([CH3:37])[CH3:36])[C:25](=[O:33])[C:26]([CH3:32])([CH3:31])[C:27](=[O:30])[N:28]([CH3:29])[C:22]=2[CH:21]=1.[N:40]1[CH:45]=[CH:44][CH:43]=[C:42]([CH2:46][CH2:47][N:48]([CH2:53][C:54]2[CH:59]=[CH:58][N:57]=[CH:56][CH:55]=2)[CH2:49][CH2:50][CH2:51]O)[CH:41]=1.[Cl:60]CCl. Product: [ClH:60].[ClH:60].[ClH:60].[CH2:34]([N:24]1[C:25](=[O:33])[C:26]([CH3:31])([CH3:32])[C:27](=[O:30])[N:28]([CH3:29])[C:22]2[CH:21]=[C:20]([O:19][CH2:51][CH2:50][CH2:49][N:48]([CH2:47][CH2:46][C:42]3[CH:41]=[N:40][CH:45]=[CH:44][CH:43]=3)[CH2:53][C:54]3[CH:59]=[CH:58][N:57]=[CH:56][CH:55]=3)[CH:39]=[CH:38][C:23]1=2)[CH:35]([CH3:36])[CH3:37]. The catalyst class is: 6.